This data is from Full USPTO retrosynthesis dataset with 1.9M reactions from patents (1976-2016). The task is: Predict the reactants needed to synthesize the given product. (1) Given the product [O:51]=[C:45]1[CH:44]([N:38]2[CH2:37][C:36]3[C:40](=[CH:41][CH:42]=[C:34]([CH2:33][NH:32][C:10](=[O:12])[C:9]4[CH:8]=[CH:7][C:6]([S:3]([CH2:1][CH3:2])(=[O:4])=[O:5])=[CH:14][CH:13]=4)[CH:35]=3)[C:39]2=[O:43])[CH2:49][CH2:48][C:47](=[O:50])[NH:46]1, predict the reactants needed to synthesize it. The reactants are: [CH2:1]([S:3]([C:6]1[CH:14]=[CH:13][C:9]([C:10]([OH:12])=O)=[CH:8][CH:7]=1)(=[O:5])=[O:4])[CH3:2].C1N=CN(C(N2C=NC=C2)=O)C=1.CS(O)(=O)=O.[NH2:32][CH2:33][C:34]1[CH:35]=[C:36]2[C:40](=[CH:41][CH:42]=1)[C:39](=[O:43])[N:38]([CH:44]1[CH2:49][CH2:48][C:47](=[O:50])[NH:46][C:45]1=[O:51])[CH2:37]2.Cl. (2) Given the product [CH:16]1([N:7]2[CH2:8][C:9]([F:15])([F:14])[C:10](=[O:13])[N:11]([CH3:12])[C:5]3[CH:4]=[N:3][C:2]([NH:35][C:36]4[CH:53]=[CH:52][C:39]([C:40]([NH:42][CH:43]5[CH2:44][CH2:45][N:46]([CH2:49][CH2:50][OH:51])[CH2:47][CH2:48]5)=[O:41])=[CH:38][C:37]=4[O:54][CH3:55])=[N:22][C:6]2=3)[CH2:21][CH2:20][CH2:19][CH2:18][CH2:17]1, predict the reactants needed to synthesize it. The reactants are: Cl[C:2]1[N:3]=[CH:4][C:5]2[N:11]([CH3:12])[C:10](=[O:13])[C:9]([F:15])([F:14])[CH2:8][N:7]([CH:16]3[CH2:21][CH2:20][CH2:19][CH2:18][CH2:17]3)[C:6]=2[N:22]=1.O.C1(C)C(S(O)(=O)=O)=CC=CC=1.[NH2:35][C:36]1[CH:53]=[CH:52][C:39]([C:40]([NH:42][CH:43]2[CH2:48][CH2:47][N:46]([CH2:49][CH2:50][OH:51])[CH2:45][CH2:44]2)=[O:41])=[CH:38][C:37]=1[O:54][CH3:55]. (3) Given the product [F:29][C:30]1[CH:31]=[CH:32][C:33]([CH2:36][NH:37][C:38]([N:4]2[CH2:5][CH2:6][N:1]([C:7]3[C:8]4[S:15][C:14]([C:16]5[CH:17]=[N:18][N:19]([CH2:21][CH2:22][N:23]6[CH2:24][CH2:25][O:26][CH2:27][CH2:28]6)[CH:20]=5)=[CH:13][C:9]=4[N:10]=[CH:11][N:12]=3)[CH2:2][CH2:3]2)=[O:39])=[CH:34][CH:35]=1, predict the reactants needed to synthesize it. The reactants are: [N:1]1([C:7]2[C:8]3[S:15][C:14]([C:16]4[CH:17]=[N:18][N:19]([CH2:21][CH2:22][N:23]5[CH2:28][CH2:27][O:26][CH2:25][CH2:24]5)[CH:20]=4)=[CH:13][C:9]=3[N:10]=[CH:11][N:12]=2)[CH2:6][CH2:5][NH:4][CH2:3][CH2:2]1.[F:29][C:30]1[CH:35]=[CH:34][C:33]([CH2:36][N:37]=[C:38]=[O:39])=[CH:32][CH:31]=1.C(N(CC)C(C)C)(C)C. (4) Given the product [C:22]([NH:26][C:27]1[N:6]2[C:2]([S:3][CH:4]=[CH:5]2)=[N:1][C:20]=1[C:18]1[O:19][C:15]([C:14]#[C:13][C:8]2[CH:9]=[CH:10][CH:11]=[CH:12][N:7]=2)=[CH:16][CH:17]=1)([CH3:25])([CH3:24])[CH3:23], predict the reactants needed to synthesize it. The reactants are: [NH2:1][C:2]1[S:3][CH:4]=[CH:5][N:6]=1.[N:7]1[CH:12]=[CH:11][CH:10]=[CH:9][C:8]=1[C:13]#[C:14][C:15]1[O:19][C:18]([CH:20]=O)=[CH:17][CH:16]=1.[C:22]([N+:26]#[C-:27])([CH3:25])([CH3:24])[CH3:23].Cl(O)(=O)(=O)=O.C([O-])([O-])=O.[Na+].[Na+]. (5) Given the product [F:1][C:2]1[CH:7]=[CH:6][C:5]([C:8](=[O:11])[CH2:9][C:28]2[CH:29]=[C:30]([CH:35]=[CH:36][CH:37]=2)[C:31]([O:33][CH3:34])=[O:32])=[CH:4][CH:3]=1, predict the reactants needed to synthesize it. The reactants are: [F:1][C:2]1[CH:7]=[CH:6][C:5]([CH:8]([O:11][Si](C)(C)C)[C:9]#N)=[CH:4][CH:3]=1.[Li+].C[Si]([N-][Si](C)(C)C)(C)C.BrC[C:28]1[CH:29]=[C:30]([CH:35]=[CH:36][CH:37]=1)[C:31]([O:33][CH3:34])=[O:32].[N+](CCCC)(CCCC)(CCCC)CCCC.[F-].[NH4+].[Cl-]. (6) Given the product [Cl:21][C:18]1[CH:17]=[CH:16][C:15]([C:12]2[C:13](=[O:14])[NH:8][NH:9][C:10](=[O:28])[C:11]=2[C:22]2[CH:27]=[CH:26][N:25]=[CH:24][CH:23]=2)=[CH:20][CH:19]=1, predict the reactants needed to synthesize it. The reactants are: C([N:8]1[C:13](=[O:14])[C:12]([C:15]2[CH:20]=[CH:19][C:18]([Cl:21])=[CH:17][CH:16]=2)=[C:11]([C:22]2[CH:27]=[CH:26][N:25]=[CH:24][CH:23]=2)[C:10]([O:28]CC2C=CC=CC=2)=[N:9]1)C1C=CC=CC=1.C(N1C(=O)C(C2C=CN=CC=2)=C(C2C=CC(Cl)=CC=2)C(OCC2C=CC=CC=2)=N1)C1C=CC=CC=1.[Al+3].[Cl-].[Cl-].[Cl-].O. (7) Given the product [C:17]([C:13]1[CH:12]=[C:11]([C:3]2[CH:4]=[C:5]3[C:10](=[N:1][CH:2]=2)[N:9]([C:20]([NH2:28])=[O:27])[CH2:8][CH2:7][CH2:6]3)[CH:16]=[N:15][CH:14]=1)(=[O:19])[CH3:18], predict the reactants needed to synthesize it. The reactants are: [N:1]1[C:10]2[NH:9][CH2:8][CH2:7][CH2:6][C:5]=2[CH:4]=[C:3]([C:11]2[CH:12]=[C:13]([C:17](=[O:19])[CH3:18])[CH:14]=[N:15][CH:16]=2)[CH:2]=1.[C:20]([N:28]=C=O)(=[O:27])C1C=CC=CC=1.C([O-])([O-])=O.[K+].[K+].CCOC(C)=O. (8) The reactants are: Cl[C:2]1[C:11]2[C:6](=[CH:7][C:8]([F:17])=[C:9]([O:12][CH2:13][CH2:14][O:15][CH3:16])[CH:10]=2)[N:5]=[CH:4][C:3]=1[C:18]#[N:19].[Cl:20][C:21]1[CH:27]=[C:26]([Cl:28])[C:25]([O:29][CH3:30])=[CH:24][C:22]=1[NH2:23].Cl.N1C=CC=CC=1. Given the product [Cl:20][C:21]1[CH:27]=[C:26]([Cl:28])[C:25]([O:29][CH3:30])=[CH:24][C:22]=1[NH:23][C:2]1[C:11]2[C:6](=[CH:7][C:8]([F:17])=[C:9]([O:12][CH2:13][CH2:14][O:15][CH3:16])[CH:10]=2)[N:5]=[CH:4][C:3]=1[C:18]#[N:19], predict the reactants needed to synthesize it.